Dataset: Full USPTO retrosynthesis dataset with 1.9M reactions from patents (1976-2016). Task: Predict the reactants needed to synthesize the given product. (1) Given the product [F:22][C:2]([F:1])([F:23])[C:3]1[C:4]([CH:9]2[CH2:14][CH2:13][N:12]([C:15]([O:17][C:18]([CH3:19])([CH3:20])[CH3:21])=[O:16])[CH2:11][CH2:10]2)=[N:5][CH:6]=[CH:7][CH:8]=1, predict the reactants needed to synthesize it. The reactants are: [F:1][C:2]([F:23])([F:22])[C:3]1[C:4]([C:9]2[CH2:14][CH2:13][N:12]([C:15]([O:17][C:18]([CH3:21])([CH3:20])[CH3:19])=[O:16])[CH2:11][CH:10]=2)=[N:5][CH:6]=[CH:7][CH:8]=1.C([O-])=O.[NH4+]. (2) Given the product [CH2:1]([NH:5][C:6]1[N:7]=[CH:8][C:9]2[N:14]([C:15]3[CH:20]=[CH:19][C:18]([F:21])=[CH:17][CH:16]=3)[CH:13]=[C:12]([C@@H:22]3[CH2:23][CH2:24][C@H:25]([OH:28])[CH2:26][CH2:27]3)[C:10]=2[N:11]=1)[CH2:2][CH2:3][CH3:4], predict the reactants needed to synthesize it. The reactants are: [CH2:1]([NH:5][C:6]1[N:7]=[CH:8][C:9]2[N:14]([C:15]3[CH:20]=[CH:19][C:18]([F:21])=[CH:17][CH:16]=3)[CH:13]=[C:12]([C:22]3[CH2:27][CH2:26][CH:25]([OH:28])[CH2:24][CH:23]=3)[C:10]=2[N:11]=1)[CH2:2][CH2:3][CH3:4].